This data is from Peptide-MHC class I binding affinity with 185,985 pairs from IEDB/IMGT. The task is: Regression. Given a peptide amino acid sequence and an MHC pseudo amino acid sequence, predict their binding affinity value. This is MHC class I binding data. (1) The peptide sequence is SCIETMEV. The MHC is H-2-Kb with pseudo-sequence H-2-Kb. The binding affinity (normalized) is 0.0735. (2) The peptide sequence is LITNTIAGV. The MHC is HLA-B51:01 with pseudo-sequence HLA-B51:01. The binding affinity (normalized) is 0.0847.